Task: Predict the reaction yield, written as a fraction of the theoretical maximum amount of product (1.0 means a 100% yield; for example, 0.34 means a 34% yield).. Dataset: Reaction yield outcomes from USPTO patents with 853,638 reactions (1) The reactants are [CH3:1][S:2][C:3](SC)=[C:4]([C:7]#[N:8])[C:5]#[N:6].O.[NH2:12][NH2:13]. The catalyst is CCO. The product is [NH2:8][C:7]1[C:4]([C:5]#[N:6])=[C:3]([S:2][CH3:1])[NH:13][N:12]=1. The yield is 0.717. (2) The reactants are [Cl:1][C:2]1[CH:7]=[CH:6][C:5]([N+:8]([O-:10])=[O:9])=[CH:4][C:3]=1[OH:11].Br[CH2:13][CH2:14][O:15][CH3:16].C(=O)([O-])[O-].[K+].[K+].C([O-])(O)=O.[Na+]. The catalyst is CN(C=O)C.ClCCl. The product is [Cl:1][C:2]1[CH:7]=[CH:6][C:5]([N+:8]([O-:10])=[O:9])=[CH:4][C:3]=1[O:11][CH2:13][CH2:14][O:15][CH3:16]. The yield is 0.770.